From a dataset of Forward reaction prediction with 1.9M reactions from USPTO patents (1976-2016). Predict the product of the given reaction. (1) Given the reactants Br[C:2]1[CH:7]=[CH:6][C:5]([C:8]2[CH:9]=[N:10][C:11]3[N:12]([C:14]([C:17]4([C:20]5[CH:25]=[CH:24][C:23]([O:26][CH3:27])=[CH:22][CH:21]=5)[CH2:19][CH2:18]4)=[N:15][N:16]=3)[N:13]=2)=[CH:4][CH:3]=1.[NH:28]1[CH2:32][CH2:31][CH2:30][C:29]1=[O:33].CN[C@H]1CCCC[C@@H]1NC.C(=O)([O-])[O-].[K+].[K+].C(=O)=O.CC(C)=O, predict the reaction product. The product is: [CH3:27][O:26][C:23]1[CH:24]=[CH:25][C:20]([C:17]2([C:14]3[N:12]4[N:13]=[C:8]([C:5]5[CH:6]=[CH:7][C:2]([N:28]6[CH2:32][CH2:31][CH2:30][C:29]6=[O:33])=[CH:3][CH:4]=5)[CH:9]=[N:10][C:11]4=[N:16][N:15]=3)[CH2:19][CH2:18]2)=[CH:21][CH:22]=1. (2) Given the reactants [N:1]1[CH:6]=[CH:5][CH:4]=[CH:3][C:2]=1[CH2:7][NH:8][CH2:9][C:10]1[CH:32]=[CH:31][C:13]([C:14]([N:16]2[CH2:20][CH2:19][CH2:18][N:17]2[C:21]([O:23][CH2:24][C:25]2[CH:30]=[CH:29][CH:28]=[CH:27][CH:26]=2)=[O:22])=[O:15])=[CH:12][CH:11]=1.[NH:33]1[CH:37]=[CH:36][N:35]=[C:34]1[CH:38]=O.C(O[BH-](OC(=O)C)OC(=O)C)(=O)C.[Na+], predict the reaction product. The product is: [NH:33]1[CH:37]=[CH:36][N:35]=[C:34]1[CH2:38][N:8]([CH2:9][C:10]1[CH:32]=[CH:31][C:13]([C:14]([N:16]2[CH2:20][CH2:19][CH2:18][N:17]2[C:21]([O:23][CH2:24][C:25]2[CH:30]=[CH:29][CH:28]=[CH:27][CH:26]=2)=[O:22])=[O:15])=[CH:12][CH:11]=1)[CH2:7][C:2]1[CH:3]=[CH:4][CH:5]=[CH:6][N:1]=1. (3) The product is: [F:32][C:33]([F:44])([F:43])[C:34]([NH:1][C:2]1[CH:3]=[C:4]([C:8]2[CH:9]=[C:10]([N:14]3[C:19](=[O:20])[C:18]([CH2:21][C:22]4[CH:23]=[N:24][CH:25]=[CH:26][CH:27]=4)=[N:17][C:16]4[CH:28]=[CH:29][CH:30]=[N:31][C:15]3=4)[CH:11]=[CH:12][CH:13]=2)[CH:5]=[CH:6][CH:7]=1)=[O:35]. Given the reactants [NH2:1][C:2]1[CH:3]=[C:4]([C:8]2[CH:9]=[C:10]([N:14]3[C:19](=[O:20])[C:18]([CH2:21][C:22]4[CH:23]=[N:24][CH:25]=[CH:26][CH:27]=4)=[N:17][C:16]4[CH:28]=[CH:29][CH:30]=[N:31][C:15]3=4)[CH:11]=[CH:12][CH:13]=2)[CH:5]=[CH:6][CH:7]=1.[F:32][C:33]([F:44])([F:43])[C:34](O[C:34](=[O:35])[C:33]([F:44])([F:43])[F:32])=[O:35], predict the reaction product. (4) Given the reactants [CH3:1][C:2]1([CH3:13])[C:11](=[O:12])[CH2:10][CH2:9][C:4]2([O:8][CH2:7][CH2:6][O:5]2)[CH2:3]1.[BH4-].[Na+], predict the reaction product. The product is: [CH3:1][C:2]1([CH3:13])[CH:11]([OH:12])[CH2:10][CH2:9][C:4]2([O:5][CH2:6][CH2:7][O:8]2)[CH2:3]1. (5) Given the reactants [CH2:1]([C:5]1[N:6]=[C:7]2[CH:35]=[CH:34][CH:33]=[CH:32][N:8]2[C:9](=[O:31])[C:10]=1[C:11]1[CH:16]=[CH:15][C:14]([NH:17][CH:18]2[CH2:23][CH2:22][CH2:21][N:20](C(OC(C)(C)C)=O)[CH2:19]2)=[CH:13][CH:12]=1)[CH2:2][CH2:3][CH3:4].[ClH:36].O1CCOCC1, predict the reaction product. The product is: [ClH:36].[CH2:1]([C:5]1[N:6]=[C:7]2[CH:35]=[CH:34][CH:33]=[CH:32][N:8]2[C:9](=[O:31])[C:10]=1[C:11]1[CH:12]=[CH:13][C:14]([NH:17][CH:18]2[CH2:23][CH2:22][CH2:21][NH:20][CH2:19]2)=[CH:15][CH:16]=1)[CH2:2][CH2:3][CH3:4]. (6) Given the reactants [NH2:1][C:2]1[C:3](=[O:22])[N:4]([CH2:14][C:15]2[CH:20]=[CH:19][CH:18]=[CH:17][C:16]=2[F:21])[C:5](=[O:13])[N:6]([CH2:9][CH2:10][CH2:11][CH3:12])[C:7]=1[NH2:8].[CH3:23][N:24]1[C:28]([CH3:29])=[C:27]([NH:30][S:31]([C:34]2[CH:39]=[CH:38][C:37]([CH2:40][C:41](O)=O)=[CH:36][CH:35]=2)(=[O:33])=[O:32])[C:26]([CH3:44])=[N:25]1, predict the reaction product. The product is: [CH2:9]([N:6]1[C:7]2[N:8]=[C:41]([CH2:40][C:37]3[CH:38]=[CH:39][C:34]([S:31]([NH:30][C:27]4[C:26]([CH3:44])=[N:25][N:24]([CH3:23])[C:28]=4[CH3:29])(=[O:32])=[O:33])=[CH:35][CH:36]=3)[NH:1][C:2]=2[C:3](=[O:22])[N:4]([CH2:14][C:15]2[CH:20]=[CH:19][CH:18]=[CH:17][C:16]=2[F:21])[C:5]1=[O:13])[CH2:10][CH2:11][CH3:12]. (7) Given the reactants [CH2:1]([O:8][C:9]1[C:10]([F:22])=[CH:11][C:12]([N+:19]([O-])=O)=[C:13]([CH2:15][C:16](=O)[CH3:17])[CH:14]=1)[C:2]1[CH:7]=[CH:6][CH:5]=[CH:4][CH:3]=1.[C]=O, predict the reaction product. The product is: [CH2:1]([O:8][C:9]1[CH:14]=[C:13]2[C:12](=[CH:11][C:10]=1[F:22])[NH:19][C:16]([CH3:17])=[CH:15]2)[C:2]1[CH:7]=[CH:6][CH:5]=[CH:4][CH:3]=1. (8) Given the reactants Cl[CH2:2][C:3]([C:5]1[CH:10]=[CH:9][C:8]([Br:11])=[C:7]([F:12])[CH:6]=1)=[O:4].[BH4-].[Na+].C[O-].[Na+].O, predict the reaction product. The product is: [Br:11][C:8]1[CH:9]=[CH:10][C:5]([CH:3]2[CH2:2][O:4]2)=[CH:6][C:7]=1[F:12].